This data is from Full USPTO retrosynthesis dataset with 1.9M reactions from patents (1976-2016). The task is: Predict the reactants needed to synthesize the given product. (1) The reactants are: [Cl:1][C:2]1[CH:3]=[C:4]([F:19])[C:5]([C:8]([F:18])([F:17])[CH2:9][N:10]2[CH2:15][CH2:14][CH:13]([NH2:16])[CH2:12][CH2:11]2)=[N:6][CH:7]=1.Cl[C:21]1[C:22]2[CH:29]=[CH:28][NH:27][C:23]=2[N:24]=[CH:25][N:26]=1.CCN(C(C)C)C(C)C. Given the product [Cl:1][C:2]1[CH:3]=[C:4]([F:19])[C:5]([C:8]([F:18])([F:17])[CH2:9][N:10]2[CH2:15][CH2:14][CH:13]([NH:16][C:21]3[C:22]4[CH:29]=[CH:28][NH:27][C:23]=4[N:24]=[CH:25][N:26]=3)[CH2:12][CH2:11]2)=[N:6][CH:7]=1, predict the reactants needed to synthesize it. (2) The reactants are: [Br:1][C:2]1[CH:7]=[CH:6][C:5]([OH:8])=[CH:4][C:3]=1[F:9].[H-].[Na+].[N+]([C:15]1[CH:16]=[C:17]([CH3:22])[N+:18]([O-:21])=[CH:19][CH:20]=1)([O-])=O. Given the product [Br:1][C:2]1[CH:7]=[CH:6][C:5]([O:8][C:15]2[CH:20]=[CH:19][N+:18]([O-:21])=[C:17]([CH3:22])[CH:16]=2)=[CH:4][C:3]=1[F:9], predict the reactants needed to synthesize it. (3) Given the product [Br:1][C:2]1[S:6][C:5]([C:7]2([OH:17])[CH2:8][CH2:9][C:10](=[O:11])[CH2:15][CH2:16]2)=[N:4][CH:3]=1, predict the reactants needed to synthesize it. The reactants are: [Br:1][C:2]1[S:6][C:5]([C:7]2([OH:17])[CH2:16][CH2:15][C:10]3(OCC[O:11]3)[CH2:9][CH2:8]2)=[N:4][CH:3]=1.Cl.[OH-].[Na+]. (4) The reactants are: [Br:1]N1C(=O)CCC1=O.[N:9]1([C:13]2[N:17]3[CH:18]=[CH:19][N:20]=[C:21]([Cl:22])[C:16]3=[CH:15][N:14]=2)[CH2:12][CH2:11][CH2:10]1. Given the product [N:9]1([C:13]2[N:17]3[CH:18]=[CH:19][N:20]=[C:21]([Cl:22])[C:16]3=[C:15]([Br:1])[N:14]=2)[CH2:12][CH2:11][CH2:10]1, predict the reactants needed to synthesize it. (5) Given the product [CH2:4]([O:12][C:2]1[NH:3][C:4](=[O:12])[C:5]2[CH:11]=[CH:10][N:9]=[CH:8][C:6]=2[N:7]=1)[CH2:5][CH3:6], predict the reactants needed to synthesize it. The reactants are: Cl[C:2]1[N:3]=[C:4]([OH:12])[C:5]2[CH:11]=[CH:10][N:9]=[CH:8][C:6]=2[N:7]=1.